This data is from Reaction yield outcomes from USPTO patents with 853,638 reactions. The task is: Predict the reaction yield, written as a fraction of the theoretical maximum amount of product (1.0 means a 100% yield; for example, 0.34 means a 34% yield). (1) The reactants are C(ON([C@H]1CN(C(OC(C)(C)C)=O)[C@H](CO)C(C)=C1)S(C1C=CC=CC=1[N+]([O-])=O)(=O)=O)C=C.[CH2:34]([O:37][N:38]([C@H:51]1[CH2:56][N:55]([C:57]([O:59][C:60]([CH3:63])([CH3:62])[CH3:61])=[O:58])[C@H:54]([CH2:64][O:65][Si](C(C)(C)C)(C)C)[C:53]([CH:73]([CH3:75])[CH3:74])=[CH:52]1)[S:39]([C:42]1[CH:47]=[CH:46][CH:45]=[CH:44][C:43]=1[N+:48]([O-:50])=[O:49])(=[O:41])=[O:40])[CH:35]=[CH2:36]. No catalyst specified. The product is [CH2:34]([O:37][N:38]([C@H:51]1[CH2:56][N:55]([C:57]([O:59][C:60]([CH3:61])([CH3:62])[CH3:63])=[O:58])[C@H:54]([CH2:64][OH:65])[C:53]([CH:73]([CH3:75])[CH3:74])=[CH:52]1)[S:39]([C:42]1[CH:47]=[CH:46][CH:45]=[CH:44][C:43]=1[N+:48]([O-:50])=[O:49])(=[O:41])=[O:40])[CH:35]=[CH2:36]. The yield is 0.870. (2) The reactants are F[C:2]1[CH:7]=[CH:6][CH:5]=[C:4]([F:8])[N:3]=1.[CH3:9][O:10][C:11]1[CH:18]=[CH:17][C:14]([CH2:15][NH2:16])=[CH:13][CH:12]=1.C(N(CC)C(C)C)(C)C. The catalyst is O. The product is [F:8][C:4]1[N:3]=[C:2]([NH:16][CH2:15][C:14]2[CH:17]=[CH:18][C:11]([O:10][CH3:9])=[CH:12][CH:13]=2)[CH:7]=[CH:6][CH:5]=1. The yield is 0.748.